From a dataset of Forward reaction prediction with 1.9M reactions from USPTO patents (1976-2016). Predict the product of the given reaction. (1) Given the reactants [NH:1]([C:6]([O:8][CH2:9][C:10]1[CH:15]=[CH:14][CH:13]=[CH:12][CH:11]=1)=[O:7])[CH2:2][C:3]([OH:5])=O.[NH2:16][CH2:17][C:18]([O:20][CH3:21])=[O:19].Cl.C1C=CC2N(O)N=NC=2C=1.CCN=C=NCCCN(C)C.Cl.CN1CCOCC1, predict the reaction product. The product is: [NH:1]([C:6]([O:8][CH2:9][C:10]1[CH:15]=[CH:14][CH:13]=[CH:12][CH:11]=1)=[O:7])[CH2:2][C:3]([NH:16][CH2:17][C:18]([O:20][CH3:21])=[O:19])=[O:5]. (2) The product is: [ClH:33].[CH3:1][O:2][C:3]1[CH:8]=[CH:7][CH:6]=[CH:5][C:4]=1[N:9]1[CH2:10][CH2:11][N:12]([CH2:15][CH2:16][CH2:17][C:18]([O:20][CH2:21][C:22]2[CH:31]=[C:30]3[C:25]([CH2:26][CH2:27][C:28](=[O:32])[NH:29]3)=[CH:24][CH:23]=2)=[O:19])[CH2:13][CH2:14]1. Given the reactants [CH3:1][O:2][C:3]1[CH:8]=[CH:7][CH:6]=[CH:5][C:4]=1[N:9]1[CH2:14][CH2:13][N:12]([CH2:15][CH2:16][CH2:17][C:18]([O:20][CH2:21][C:22]2[CH:31]=[C:30]3[C:25]([CH2:26][CH2:27][C:28](=[O:32])[NH:29]3)=[CH:24][CH:23]=2)=[O:19])[CH2:11][CH2:10]1.[ClH:33], predict the reaction product. (3) Given the reactants [NH2:1][C:2]1[CH:3]=[C:4]([C:8]2[CH:17]=[N:16][C:15]3[C:14]([N:18]4[CH2:23][CH2:22][O:21][CH2:20][CH2:19]4)=[N:13][C:12]([C:24]4[CH:25]=[N:26][C:27]([NH:30]C(=O)OC(C)(C)C)=[N:28][CH:29]=4)=[N:11][C:10]=3[CH:9]=2)[CH:5]=[CH:6][CH:7]=1.C(Cl)Cl.F[C:42](F)(F)[C:43](O)=[O:44].CO, predict the reaction product. The product is: [NH2:30][C:27]1[N:28]=[CH:29][C:24]([C:12]2[N:13]=[C:14]([N:18]3[CH2:23][CH2:22][O:21][CH2:20][CH2:19]3)[C:15]3[N:16]=[CH:17][C:8]([C:4]4[CH:3]=[C:2]([NH:1][C:43](=[O:44])[CH3:42])[CH:7]=[CH:6][CH:5]=4)=[CH:9][C:10]=3[N:11]=2)=[CH:25][N:26]=1. (4) Given the reactants O.[C:2]1([CH2:12][CH2:13][O:14][CH2:15][CH2:16][N:17]2[CH2:22][CH2:21][C:20](=[O:23])[CH2:19][CH2:18]2)[C:11]2[CH2:10][CH2:9][CH2:8][CH2:7][C:6]=2[CH:5]=[CH:4][CH:3]=1.[I-].[CH3:25][S+](C)(C)=O.[H-].[Na+], predict the reaction product. The product is: [C:2]1([CH2:12][CH2:13][O:14][CH2:15][CH2:16][N:17]2[CH2:22][CH2:21][C:20]3([O:23][CH2:25]3)[CH2:19][CH2:18]2)[C:11]2[CH2:10][CH2:9][CH2:8][CH2:7][C:6]=2[CH:5]=[CH:4][CH:3]=1. (5) Given the reactants [CH:1]([O:4][C:5]1[CH:10]=[C:9]([CH:11]2[CH2:16][CH2:15][NH:14][CH2:13][CH2:12]2)[C:8]([CH3:17])=[CH:7][C:6]=1[NH:18][C:19]1[N:24]=[C:23]2[NH:25][N:26]=[C:27]([CH3:28])[C:22]2=[C:21]([NH:29][C:30]2[CH:35]=[CH:34][CH:33]=[CH:32][C:31]=2[S:36]([CH:39]([CH3:41])[CH3:40])(=[O:38])=[O:37])[N:20]=1)([CH3:3])[CH3:2].Br[CH2:43][C:44]([NH2:46])=[O:45].[CH2:47](N(CC)CC)C, predict the reaction product. The product is: [CH:1]([O:4][C:5]1[C:6]([NH:18][C:19]2[N:24]=[C:23]3[NH:25][N:26]=[C:27]([CH3:28])[C:22]3=[C:21]([NH:29][C:30]3[CH:35]=[CH:34][CH:33]=[CH:32][C:31]=3[S:36]([CH:39]([CH3:41])[CH3:40])(=[O:38])=[O:37])[N:20]=2)=[CH:7][C:8]([CH3:17])=[C:9]([CH:11]2[CH2:16][CH2:15][N:14]([CH2:43][C:44]([NH:46][CH3:47])=[O:45])[CH2:13][CH2:12]2)[CH:10]=1)([CH3:3])[CH3:2]. (6) The product is: [Cl:6][C:7]1([Cl:12])[C:2]2([CH2:5][CH2:4][CH2:3]2)[CH2:1][C:8]1=[O:9]. Given the reactants [CH2:1]=[C:2]1[CH2:5][CH2:4][CH2:3]1.[Cl:6][C:7]([Cl:12])(Cl)[C:8](Cl)=[O:9], predict the reaction product. (7) Given the reactants [NH2:1][C:2]1[N:7]=[C:6]([N:8]2[CH2:20][CH2:19][C:11]3([CH2:15][NH:14][C@H:13]([C:16]([OH:18])=[O:17])[CH2:12]3)[CH2:10][CH2:9]2)[CH:5]=[C:4]([O:21][C@H:22]([C:27]2[CH:32]=[CH:31][C:30]([C:33]3[CH:38]=[CH:37][C:36]([CH3:39])=[C:35]([CH3:40])[CH:34]=3)=[CH:29][C:28]=2[N:41]2[CH:45]=[CH:44][C:43]([CH3:46])=[N:42]2)[C:23]([F:26])([F:25])[F:24])[N:3]=1.NC1N=C(N2CCC3(CN(C(OCC4C=CC=CC=4)=O)[C@@H](C(OCC)=O)C3)CC2)C=C(O[C@@H](C2C=CC(Cl)=CC=2N2C=CC(C)=N2)C(F)(F)F)N=1, predict the reaction product. The product is: [NH2:1][C:2]1[N:7]=[C:6]([N:8]2[CH2:20][CH2:19][C:11]3([CH2:15][NH:14][C@@H:13]([C:16]([OH:18])=[O:17])[CH2:12]3)[CH2:10][CH2:9]2)[CH:5]=[C:4]([O:21][C@@H:22]([C:27]2[CH:32]=[CH:31][C:30]([C:33]3[CH:38]=[CH:37][C:36]([CH3:39])=[C:35]([CH3:40])[CH:34]=3)=[CH:29][C:28]=2[N:41]2[CH:45]=[CH:44][C:43]([CH3:46])=[N:42]2)[C:23]([F:26])([F:25])[F:24])[N:3]=1. (8) Given the reactants [F:1][C:2]1[CH:3]=[CH:4][C:5]([NH:8][NH2:9])=[N:6][CH:7]=1.[CH:10]1([C:16](O)=[O:17])[CH2:15][CH2:14][CH2:13][CH2:12][CH2:11]1.C1C=CC2N(O)N=NC=2C=1.C(Cl)CCl, predict the reaction product. The product is: [F:1][C:2]1[CH:3]=[CH:4][C:5]([NH:8][NH:9][C:16]([CH:10]2[CH2:15][CH2:14][CH2:13][CH2:12][CH2:11]2)=[O:17])=[N:6][CH:7]=1.